This data is from Forward reaction prediction with 1.9M reactions from USPTO patents (1976-2016). The task is: Predict the product of the given reaction. The product is: [CH3:1][C:10]1([OH:13])[CH2:9][CH2:8][C:7]2([O:6][CH2:5][CH2:4][O:14]2)[CH2:12][CH2:11]1. Given the reactants [CH3:1][Mg]Br.[CH2:4]1[O:14][C:7]2([CH2:12][CH2:11][C:10](=[O:13])[CH2:9][CH2:8]2)[O:6][CH2:5]1.O, predict the reaction product.